From a dataset of Full USPTO retrosynthesis dataset with 1.9M reactions from patents (1976-2016). Predict the reactants needed to synthesize the given product. (1) Given the product [C:1]([O:5][C:6]([C:8]1[C:17]2[C:12](=[C:13]([CH:26]=[O:27])[CH:14]=[CH:15][CH:16]=2)[CH:11]=[CH:10][CH:9]=1)=[O:7])([CH3:4])([CH3:3])[CH3:2], predict the reactants needed to synthesize it. The reactants are: [C:1]([O:5][C:6]([C:8]1[C:17]2[C:12](=[C:13](Br)[CH:14]=[CH:15][CH:16]=2)[CH:11]=[CH:10][CH:9]=1)=[O:7])([CH3:4])([CH3:3])[CH3:2].C([Li])CCC.CN(C)[CH:26]=[O:27]. (2) Given the product [CH3:1][O:2][C:3]1[CH:10]=[CH:9][C:8]([CH3:11])=[CH:7][C:4]=1[CH2:5][NH2:6], predict the reactants needed to synthesize it. The reactants are: [CH3:1][O:2][C:3]1[CH:10]=[CH:9][C:8]([CH3:11])=[CH:7][C:4]=1[C:5]#[N:6].